The task is: Predict the reactants needed to synthesize the given product.. This data is from Full USPTO retrosynthesis dataset with 1.9M reactions from patents (1976-2016). (1) Given the product [CH3:1][C:2]1([CH3:9])[CH2:7][CH:6]2[CH:5]([O:8]2)[C:4](=[O:10])[CH2:3]1, predict the reactants needed to synthesize it. The reactants are: [CH3:1][C:2]1([CH3:9])[CH2:7][C:6](=[O:8])[CH:5]=[CH:4][CH2:3]1.[OH:10]O.[OH-].[Na+]. (2) Given the product [C:1]([C:5]1[CH:6]=[C:7]2[C:12](=[C:13]([F:15])[CH:14]=1)[C:11](=[O:16])[N:10]([C:17]1[C:18]([CH2:19][OH:20])=[C:21]([C:25]3[CH:30]=[C:29]([NH:31][C:32]4[CH:37]=[CH:36][N:35]=[CH:34][N:33]=4)[C:28](=[O:38])[N:27]([CH3:39])[CH:26]=3)[CH:22]=[CH:23][N:24]=1)[N:9]=[CH:8]2)([CH3:4])([CH3:2])[CH3:3], predict the reactants needed to synthesize it. The reactants are: [C:1]([C:5]1[CH:6]=[C:7]2[C:12](=[C:13]([F:15])[CH:14]=1)[C:11](=[O:16])[N:10]([C:17]1[N:24]=[CH:23][CH:22]=[C:21]([C:25]3[CH:30]=[C:29]([NH:31][C:32]4[CH:37]=[CH:36][N:35]=[CH:34][N:33]=4)[C:28](=[O:38])[N:27]([CH3:39])[CH:26]=3)[C:18]=1[CH:19]=[O:20])[N:9]=[CH:8]2)([CH3:4])([CH3:3])[CH3:2].[BH4-].[Na+].